Dataset: Forward reaction prediction with 1.9M reactions from USPTO patents (1976-2016). Task: Predict the product of the given reaction. (1) The product is: [CH3:18][O:17][C:14]1[CH:13]=[CH:12][C:11]([CH2:10][O:9][C:7]([NH:6][CH2:5][CH:4]([CH3:23])[C:3]([OH:2])=[O:20])=[O:8])=[CH:16][CH:15]=1. Given the reactants C[O:2][C:3](=[O:20])[CH2:4][CH:5](C)[NH:6][C:7]([O:9][CH2:10][C:11]1[CH:16]=[CH:15][C:14]([O:17][CH3:18])=[CH:13][CH:12]=1)=[O:8].[OH-].[Li+].[CH3:23]O, predict the reaction product. (2) Given the reactants C(OC([NH:8][CH2:9][CH:10]1[CH2:15][CH2:14][N:13]([CH2:16][CH2:17][CH2:18][O:19][C:20]2[CH:29]=[C:28]3[C:23]([C:24]([NH:30][C:31]([NH:33][C:34]4[C:39]([CH3:40])=[CH:38][CH:37]=[CH:36][C:35]=4[Cl:41])=[O:32])=[N:25][CH:26]=[N:27]3)=[CH:22][C:21]=2[O:42][CH3:43])[CH2:12][CH2:11]1)=O)(C)(C)C.FC(F)(F)C(O)=O, predict the reaction product. The product is: [NH2:8][CH2:9][CH:10]1[CH2:15][CH2:14][N:13]([CH2:16][CH2:17][CH2:18][O:19][C:20]2[CH:29]=[C:28]3[C:23]([C:24]([NH:30][C:31]([NH:33][C:34]4[C:39]([CH3:40])=[CH:38][CH:37]=[CH:36][C:35]=4[Cl:41])=[O:32])=[N:25][CH:26]=[N:27]3)=[CH:22][C:21]=2[O:42][CH3:43])[CH2:12][CH2:11]1. (3) Given the reactants [C:1](Cl)(=[O:4])[CH2:2][CH3:3].[CH2:6]([O:8][C:9]([C:11]1[CH:12]=[C:13]([C:18]2[C:19]([C:24]3[CH:29]=[C:28]([Cl:30])[CH:27]=[CH:26][C:25]=3[O:31][CH2:32][C:33]3[CH:38]=[CH:37][CH:36]=[CH:35][CH:34]=3)=[CH:20][CH:21]=[CH:22][CH:23]=2)[CH:14]=[C:15]([NH2:17])[CH:16]=1)=[O:10])[CH3:7].C(N(CC)CC)C, predict the reaction product. The product is: [CH2:6]([O:8][C:9]([C:11]1[CH:12]=[C:13]([C:18]2[C:19]([C:24]3[CH:29]=[C:28]([Cl:30])[CH:27]=[CH:26][C:25]=3[O:31][CH2:32][C:33]3[CH:38]=[CH:37][CH:36]=[CH:35][CH:34]=3)=[CH:20][CH:21]=[CH:22][CH:23]=2)[CH:14]=[C:15]([NH:17][C:1](=[O:4])[CH2:2][CH3:3])[CH:16]=1)=[O:10])[CH3:7]. (4) Given the reactants CC1CCCC(C)(C)C=1.C=CC(=O)CCC.[O-2].[Al+3].[O-2].[O-2].[Al+3].[CH3:22][C:23]1([CH3:37])[CH2:28][CH2:27][CH2:26][C@H:25]([CH3:29])[C@@H:24]1[CH2:30][CH2:31][CH:32]([OH:36])[CH2:33][CH2:34][CH3:35], predict the reaction product. The product is: [CH3:37][C:23]1([CH3:22])[CH2:28][CH2:27][CH2:26][CH:25]([CH3:29])[CH:24]1[CH2:30][CH2:31][CH:32]([OH:36])[CH2:33][CH2:34][CH3:35].